From a dataset of Peptide-MHC class I binding affinity with 185,985 pairs from IEDB/IMGT. Regression. Given a peptide amino acid sequence and an MHC pseudo amino acid sequence, predict their binding affinity value. This is MHC class I binding data. (1) The peptide sequence is APPHGGIAF. The MHC is HLA-A02:06 with pseudo-sequence HLA-A02:06. The binding affinity (normalized) is 0.0847. (2) The peptide sequence is MPAYIRNTL. The MHC is HLA-A02:06 with pseudo-sequence HLA-A02:06. The binding affinity (normalized) is 0.0847.